From a dataset of Forward reaction prediction with 1.9M reactions from USPTO patents (1976-2016). Predict the product of the given reaction. (1) Given the reactants [C:1]([O:5][C:6]([N:8]([CH2:21][CH:22]1[CH2:27][CH2:26][N:25]([C:28](=[O:34])[CH2:29][CH2:30][C:31](O)=[O:32])[CH2:24][CH:23]1[C:35]1[CH:40]=[CH:39][CH:38]=[C:37]([F:41])[CH:36]=1)[C@@H:9]([C:11]1[C:20]2[C:15](=[CH:16][CH:17]=[CH:18][CH:19]=2)[CH:14]=[CH:13][CH:12]=1)[CH3:10])=[O:7])([CH3:4])([CH3:3])[CH3:2].[NH2:42][C:43]1[CH:52]=[CH:51][C:46]([C:47]([O:49][CH3:50])=[O:48])=[CH:45][CH:44]=1.CCN=C=NCCCN(C)C.Cl.C1C=CC2N(O)N=NC=2C=1.C(=O)([O-])O.[Na+], predict the reaction product. The product is: [C:1]([O:5][C:6]([N:8]([CH2:21][CH:22]1[CH2:27][CH2:26][N:25]([C:28](=[O:34])[CH2:29][CH2:30][C:31]([NH:42][C:43]2[CH:44]=[CH:45][C:46]([C:47]([O:49][CH3:50])=[O:48])=[CH:51][CH:52]=2)=[O:32])[CH2:24][CH:23]1[C:35]1[CH:40]=[CH:39][CH:38]=[C:37]([F:41])[CH:36]=1)[C@@H:9]([C:11]1[C:20]2[C:15](=[CH:16][CH:17]=[CH:18][CH:19]=2)[CH:14]=[CH:13][CH:12]=1)[CH3:10])=[O:7])([CH3:2])([CH3:3])[CH3:4]. (2) Given the reactants [Cl:1][C:2]1[C:11]2[C:6](=[CH:7][CH:8]=[CH:9][CH:10]=2)[C:5](=[O:12])[NH:4][CH:3]=1.[Cl:13][S:14](O)(=[O:16])=[O:15], predict the reaction product. The product is: [Cl:1][C:2]1[C:11]2[C:6](=[CH:7][C:8]([S:14]([Cl:13])(=[O:16])=[O:15])=[CH:9][CH:10]=2)[C:5](=[O:12])[NH:4][CH:3]=1. (3) Given the reactants [N:1]1[CH:6]=[CH:5][CH:4]=[C:3](B(O)O)[CH:2]=1.Br[C:11]1[CH:12]=[C:13]2[C:18](=[CH:19][CH:20]=1)[N:17]=[CH:16][C:15]([N+:21]([O-:23])=[O:22])=[C:14]2[NH:24][C:25]1[CH:30]=[CH:29][C:28]([C:31]([CH3:35])([CH3:34])[C:32]#[N:33])=[CH:27][CH:26]=1.C([O-])([O-])=O.[K+].[K+], predict the reaction product. The product is: [CH3:34][C:31]([C:28]1[CH:27]=[CH:26][C:25]([NH:24][C:14]2[C:13]3[C:18](=[CH:19][CH:20]=[C:11]([C:3]4[CH:2]=[N:1][CH:6]=[CH:5][CH:4]=4)[CH:12]=3)[N:17]=[CH:16][C:15]=2[N+:21]([O-:23])=[O:22])=[CH:30][CH:29]=1)([CH3:35])[C:32]#[N:33]. (4) Given the reactants [F:1][C:2]1[CH:10]=[CH:9][C:8]([CH2:11][C:12]2[C:21]3[C:16](=[CH:17][CH:18]=[CH:19][CH:20]=3)[C:15](=[O:22])[NH:14][N:13]=2)=[CH:7][C:3]=1[C:4](O)=[O:5].F[P-](F)(F)(F)(F)F.N1(OC(N(C)C)=[N+](C)C)C2C=CC=CC=2N=N1.[N:47]1([C:52]([C:54]2[N:55]=[C:56]([C:63]([F:66])([F:65])[F:64])[N:57]3[CH2:62][CH2:61][NH:60][CH2:59][C:58]=23)=[O:53])[CH2:51][CH2:50][CH2:49][CH2:48]1.C(N(CC)C(C)C)(C)C, predict the reaction product. The product is: [F:1][C:2]1[CH:10]=[CH:9][C:8]([CH2:11][C:12]2[C:21]3[C:16](=[CH:17][CH:18]=[CH:19][CH:20]=3)[C:15](=[O:22])[NH:14][N:13]=2)=[CH:7][C:3]=1[C:4]([N:60]1[CH2:61][CH2:62][N:57]2[C:56]([C:63]([F:66])([F:64])[F:65])=[N:55][C:54]([C:52]([N:47]3[CH2:51][CH2:50][CH2:49][CH2:48]3)=[O:53])=[C:58]2[CH2:59]1)=[O:5]. (5) Given the reactants [NH2:1][CH2:2][CH:3]([C:9]1([CH3:14])[O:13][CH2:12][CH2:11][O:10]1)[C:4]([O:6][CH2:7][CH3:8])=[O:5].[F:15][C:16]1[CH:26]=[CH:25][C:24]([F:27])=[C:18]2[C:19]([O:21][C:22](=O)[C:17]=12)=[O:20], predict the reaction product. The product is: [F:15][C:16]1[CH:26]=[CH:25][C:24]([F:27])=[C:18]2[C:17]=1[C:22](=[O:21])[N:1]([CH2:2][CH:3]([C:9]1([CH3:14])[O:10][CH2:11][CH2:12][O:13]1)[C:4]([O:6][CH2:7][CH3:8])=[O:5])[C:19]2=[O:20]. (6) Given the reactants Br[C:2]1[C:3]([C:8]2([C:31]#[N:32])[CH2:13][CH2:12][N:11]([CH2:14][C:15]3[CH:16]=[C:17]([C:26]([O:28][CH2:29][CH3:30])=[O:27])[C:18](=[O:25])[N:19]4[C:24]=3[CH:23]=[CH:22][CH:21]=[CH:20]4)[CH2:10][CH2:9]2)=[N:4][CH:5]=[CH:6][CH:7]=1.[CH:33]([B-](F)(F)F)=[CH2:34].[K+].C(=O)([O-])[O-].[Cs+].[Cs+], predict the reaction product. The product is: [C:31]([C:8]1([C:3]2[C:2]([CH:33]=[CH2:34])=[CH:7][CH:6]=[CH:5][N:4]=2)[CH2:13][CH2:12][N:11]([CH2:14][C:15]2[CH:16]=[C:17]([C:26]([O:28][CH2:29][CH3:30])=[O:27])[C:18](=[O:25])[N:19]3[C:24]=2[CH:23]=[CH:22][CH:21]=[CH:20]3)[CH2:10][CH2:9]1)#[N:32]. (7) Given the reactants [H-].[Na+].N[C:4]1C=CC=CC=1.[CH3:10][C:11]1[CH2:15][C:14]([CH3:16])=[C:13]([CH3:17])[C:12]=1[CH3:18].ClC[SiH:21]([C:30]1[CH:35]=[C:34]([CH3:36])[CH:33]=[C:32]([CH3:37])[CH:31]=1)[C:22]1[CH:27]=[C:26]([CH3:28])[CH:25]=[C:24]([CH3:29])[CH:23]=1.C(=O)([O-])[O-].[Na+].[Na+], predict the reaction product. The product is: [CH3:18][C:12]1[C:11]([SiH:21]([C:30]2[CH:31]=[C:32]([CH3:37])[CH:33]=[C:34]([CH3:36])[CH:35]=2)[C:22]2[CH:23]=[C:24]([CH3:29])[CH:25]=[C:26]([CH3:28])[CH:27]=2)([CH3:10])[C:15]([CH3:4])=[C:14]([CH3:16])[C:13]=1[CH3:17]. (8) Given the reactants [NH:1]([CH2:5][CH2:6][OH:7])[CH2:2][CH2:3][OH:4].[Cl:8][C:9]1[CH:18]=[C:17]2[C:12]([C:13]([C:35]3[CH:36]=[C:37](/[CH:41]=[CH:42]/[C:43]([OH:45])=[O:44])[CH:38]=[CH:39][CH:40]=3)=[C:14]([CH2:20][C:21]([NH:23][C:24]3[CH:29]=[CH:28][C:27]([F:30])=[CH:26][C:25]=3[C:31]([F:34])([F:33])[F:32])=[O:22])[C:15](=[O:19])[O:16]2)=[CH:11][C:10]=1[CH3:46], predict the reaction product. The product is: [NH:1]([CH2:5][CH2:6][OH:7])[CH2:2][CH2:3][OH:4].[Cl:8][C:9]1[CH:18]=[C:17]2[C:12]([C:13]([C:35]3[CH:36]=[C:37](/[CH:41]=[CH:42]/[C:43]([OH:45])=[O:44])[CH:38]=[CH:39][CH:40]=3)=[C:14]([CH2:20][C:21]([NH:23][C:24]3[CH:29]=[CH:28][C:27]([F:30])=[CH:26][C:25]=3[C:31]([F:32])([F:34])[F:33])=[O:22])[C:15](=[O:19])[O:16]2)=[CH:11][C:10]=1[CH3:46].